From a dataset of Reaction yield outcomes from USPTO patents with 853,638 reactions. Predict the reaction yield, written as a fraction of the theoretical maximum amount of product (1.0 means a 100% yield; for example, 0.34 means a 34% yield). (1) The reactants are Cl.[CH3:2][C:3]1([CH3:11])[CH2:7][NH:6][C@H:5]([C:8]([OH:10])=[O:9])[CH2:4]1.C=O.[CH3:14]CN(C(C)C)C(C)C. The catalyst is [Pd]. The product is [CH3:14][N:6]1[CH2:7][C:3]([CH3:11])([CH3:2])[CH2:4][C@H:5]1[C:8]([OH:10])=[O:9]. The yield is 0.990. (2) The yield is 0.607. The product is [Br:1][C:2]1[CH:7]=[CH:6][C:5]([O:8][C:11]([CH3:13])([CH3:12])[CH3:10])=[C:4]([F:9])[CH:3]=1. The catalyst is C(Cl)Cl. The reactants are [Br:1][C:2]1[CH:7]=[CH:6][C:5]([OH:8])=[C:4]([F:9])[CH:3]=1.[CH3:10][C:11](OC(OC(O[C:11]([CH3:13])([CH3:12])[CH3:10])=O)=O)([CH3:13])[CH3:12]. (3) The reactants are [O:1]=[C:2]1[C:7]([CH2:8][C:9]2[CH:14]=[CH:13][C:12]([C:15]3[C:16]([C:21]#[N:22])=[CH:17][CH:18]=[CH:19][CH:20]=3)=[CH:11][CH:10]=2)=[C:6]([CH2:23][CH2:24][CH3:25])[N:5]2[N:26]=[CH:27][CH:28]=[C:4]2[N:3]1[C@H:29]1[CH2:34][CH2:33][C@H:32]([O:35][CH2:36][C:37](=[O:39])[CH3:38])[CH2:31][CH2:30]1.[CH2:40]([Si:42](Cl)([CH2:45][CH3:46])[CH2:43][CH3:44])[CH3:41].[CH3:48][Si](C)(C)[N-][Si](C)(C)C.[Li+].C(OCC)(=O)C. The catalyst is O1CCCC1. The product is [CH3:38][C:37]1([O:39][Si:42]([CH2:45][CH3:46])([CH2:43][CH3:44])[CH2:40][CH3:41])[CH2:48][CH:36]1[O:35][C@H:32]1[CH2:31][CH2:30][C@H:29]([N:3]2[C:2](=[O:1])[C:7]([CH2:8][C:9]3[CH:10]=[CH:11][C:12]([C:15]4[C:16]([C:21]#[N:22])=[CH:17][CH:18]=[CH:19][CH:20]=4)=[CH:13][CH:14]=3)=[C:6]([CH2:23][CH2:24][CH3:25])[N:5]3[N:26]=[CH:27][CH:28]=[C:4]23)[CH2:34][CH2:33]1. The yield is 0.310. (4) The reactants are Br[C:2]1[N:3]([CH2:10][C@:11]([OH:36])([CH3:35])[CH2:12][N:13]2[CH2:18][CH2:17][N:16]([C:19]([O:21][CH2:22][CH:23]=[CH:24][C:25]3[CH:30]=[CH:29][C:28]([C:31]([F:34])([F:33])[F:32])=[CH:27][CH:26]=3)=[O:20])[CH2:15][CH2:14]2)[CH:4]=[C:5]([N+:7]([O-:9])=[O:8])[N:6]=1.[H-].[Na+].C(OCC)(=O)C.O. The catalyst is CN(C=O)C. The product is [CH3:35][C@@:11]1([CH2:12][N:13]2[CH2:18][CH2:17][N:16]([C:19]([O:21][CH2:22][CH:23]=[CH:24][C:25]3[CH:30]=[CH:29][C:28]([C:31]([F:34])([F:33])[F:32])=[CH:27][CH:26]=3)=[O:20])[CH2:15][CH2:14]2)[O:36][C:2]2=[N:6][C:5]([N+:7]([O-:9])=[O:8])=[CH:4][N:3]2[CH2:10]1. The yield is 0.690. (5) The reactants are [CH2:1]([O:8][C:9](=[O:25])[CH2:10][C@@H:11]([NH:17]C(OC(C)(C)C)=O)[C:12]([N:14]([CH3:16])[CH3:15])=O)[C:2]1[CH:7]=[CH:6][CH:5]=[CH:4][CH:3]=1.[ClH:26]. No catalyst specified. The product is [ClH:26].[ClH:26].[CH2:1]([O:8][C:9](=[O:25])[CH2:10][C@@H:11]([NH2:17])[CH2:12][N:14]([CH3:15])[CH3:16])[C:2]1[CH:7]=[CH:6][CH:5]=[CH:4][CH:3]=1. The yield is 0.870.